This data is from Forward reaction prediction with 1.9M reactions from USPTO patents (1976-2016). The task is: Predict the product of the given reaction. (1) Given the reactants [NH2:1][C@@H:2]1[CH2:8][C@:7]2([C:17]3[CH:22]=[CH:21][CH:20]=[CH:19][CH:18]=3)[N:9]([CH2:10][C:11]3[CH:16]=[CH:15][CH:14]=[CH:13][CH:12]=3)[C@H:3]1[CH2:4][CH2:5][C@H:6]2[O:23][CH2:24][C:25]1[CH:30]=[C:29]([C:31]([F:34])([F:33])[F:32])[CH:28]=[C:27]([C:35]([F:38])([F:37])[F:36])[CH:26]=1.[CH2:39](OC(OCC)OCC)C.[N-:49]=[N+:50]=[N-:51].[Na+], predict the reaction product. The product is: [CH2:10]([N:9]1[C@@H:3]2[C@H:2]([N:1]3[CH:39]=[N:51][N:50]=[N:49]3)[CH2:8][C@@:7]1([C:17]1[CH:18]=[CH:19][CH:20]=[CH:21][CH:22]=1)[C@H:6]([O:23][CH2:24][C:25]1[CH:26]=[C:27]([C:35]([F:38])([F:36])[F:37])[CH:28]=[C:29]([C:31]([F:32])([F:33])[F:34])[CH:30]=1)[CH2:5][CH2:4]2)[C:11]1[CH:16]=[CH:15][CH:14]=[CH:13][CH:12]=1. (2) Given the reactants [NH2:1][C:2]1[N:6]([CH:7]2[CH2:12][CH2:11][CH2:10][N:9](C(OC(C)(C)C)=O)[CH2:8]2)[N:5]=[C:4]([C:20]2[CH:25]=[CH:24][C:23]([O:26][C:27]3[CH:32]=[CH:31][CH:30]=[CH:29][CH:28]=3)=[CH:22][CH:21]=2)[C:3]=1[C:33](=[O:35])[NH2:34].Cl.C([O-])(O)=O.[Na+], predict the reaction product. The product is: [NH2:1][C:2]1[N:6]([CH:7]2[CH2:12][CH2:11][CH2:10][NH:9][CH2:8]2)[N:5]=[C:4]([C:20]2[CH:21]=[CH:22][C:23]([O:26][C:27]3[CH:32]=[CH:31][CH:30]=[CH:29][CH:28]=3)=[CH:24][CH:25]=2)[C:3]=1[C:33]([NH2:34])=[O:35].